From a dataset of CYP2C19 inhibition data for predicting drug metabolism from PubChem BioAssay. Regression/Classification. Given a drug SMILES string, predict its absorption, distribution, metabolism, or excretion properties. Task type varies by dataset: regression for continuous measurements (e.g., permeability, clearance, half-life) or binary classification for categorical outcomes (e.g., BBB penetration, CYP inhibition). Dataset: cyp2c19_veith. (1) The molecule is COc1ccc(Oc2ncc3nc(C)c(=O)n(-c4ccc(OC)cc4)c3n2)cc1. The result is 0 (non-inhibitor). (2) The result is 0 (non-inhibitor). The compound is CC(C)CCNc1ncnc2[nH]ncc12. (3) The compound is Cl.Nc1c2c(nc3ccccc13)CCCC2.O. The result is 0 (non-inhibitor). (4) The drug is NC(=O)N/N=C1\CC[C@H](O)C[C@@H]1CC(=O)O. The result is 0 (non-inhibitor). (5) The compound is O=S(=O)(c1ccccc1)N1CCC2(CC1)CN(c1ccccc1)C2. The result is 0 (non-inhibitor). (6) The compound is COc1cccc(-c2nc(N3CCNCC3)c3ccccc3n2)c1. The result is 0 (non-inhibitor). (7) The drug is CCOC(=O)CSc1cc(=O)n(C)c2cc(Cl)ccc12. The result is 1 (inhibitor). (8) The result is 1 (inhibitor). The drug is Cc1ccc(CNC(=O)CN2C(=O)COc3ccc(C)cc32)cc1. (9) The molecule is CCc1c(O)c2c(c(O)c1C(C)=O)C(=O)c1c(cc(O)c(C(=O)O)c1C(=O)O)C2=O. The result is 0 (non-inhibitor).